This data is from Peptide-MHC class II binding affinity with 134,281 pairs from IEDB. The task is: Regression. Given a peptide amino acid sequence and an MHC pseudo amino acid sequence, predict their binding affinity value. This is MHC class II binding data. (1) The peptide sequence is NFKADRVIDPRRCLK. The MHC is DRB1_1101 with pseudo-sequence DRB1_1101. The binding affinity (normalized) is 0.228. (2) The peptide sequence is AVAVRPVRPIRSPPF. The MHC is H-2-IAd with pseudo-sequence H-2-IAd. The binding affinity (normalized) is 0.576. (3) The peptide sequence is GEEVPLLTKFVSAAL. The MHC is DRB1_0101 with pseudo-sequence DRB1_0101. The binding affinity (normalized) is 0.406. (4) The peptide sequence is AAHSAAFEDLRVSSY. The MHC is HLA-DPA10201-DPB10501 with pseudo-sequence HLA-DPA10201-DPB10501. The binding affinity (normalized) is 0.358.